This data is from Forward reaction prediction with 1.9M reactions from USPTO patents (1976-2016). The task is: Predict the product of the given reaction. (1) The product is: [I:19][C:20]1[CH:25]=[CH:24][C:23]([CH:26]([NH:4][CH:1]2[CH2:3][CH2:2]2)[CH3:27])=[CH:22][CH:21]=1. Given the reactants [CH:1]1([NH2:4])[CH2:3][CH2:2]1.C(O[BH-](OC(=O)C)OC(=O)C)(=O)C.[Na+].[I:19][C:20]1[CH:25]=[CH:24][C:23]([C:26](=O)[CH3:27])=[CH:22][CH:21]=1.C(=O)([O-])O.[Na+], predict the reaction product. (2) Given the reactants ClC1C=C(C=CC=1Cl)CN(C)C(=O)C=C1C(=O)OC(C)(C)O1.C=O.[NH2:25][CH2:26][CH2:27][NH:28][C:29](=[O:38])[CH2:30][CH2:31][N:32]1[CH2:37][CH2:36][O:35][CH2:34][CH2:33]1.[Cl:39][C:40]1[CH:41]=[C:42]([CH:65]=[CH:66][C:67]=1[Cl:68])[CH2:43][N:44]([CH3:64])[C:45]([C:47]1[CH2:51]N(CCC(NCCC(O)=O)=O)[C:49](=[O:62])[C:48]=1[OH:63])=[O:46], predict the reaction product. The product is: [Cl:39][C:40]1[CH:41]=[C:42]([CH:65]=[CH:66][C:67]=1[Cl:68])[CH2:43][N:44]([CH3:64])[C:45]([C:47]1[CH2:51][N:25]([CH2:26][CH2:27][NH:28][C:29](=[O:38])[CH2:30][CH2:31][N:32]2[CH2:33][CH2:34][O:35][CH2:36][CH2:37]2)[C:49](=[O:62])[C:48]=1[OH:63])=[O:46].